This data is from Full USPTO retrosynthesis dataset with 1.9M reactions from patents (1976-2016). The task is: Predict the reactants needed to synthesize the given product. (1) Given the product [F:1][C:2]1[CH:7]=[CH:6][CH:5]=[CH:4][C:3]=1[CH2:8][O:9][C:10]1[CH:15]=[CH:14][C:13]([C@@H:16]2[N:20]([C:21]([O:23][CH2:24][C:25]3[CH:30]=[CH:29][CH:28]=[CH:27][CH:26]=3)=[O:22])[C@@:19]([C:31]([NH:39][CH3:38])=[O:32])([CH2:34][O:35][CH3:36])[CH2:18][CH2:17]2)=[CH:12][CH:11]=1, predict the reactants needed to synthesize it. The reactants are: [F:1][C:2]1[CH:7]=[CH:6][CH:5]=[CH:4][C:3]=1[CH2:8][O:9][C:10]1[CH:15]=[CH:14][C:13]([C@@H:16]2[N:20]([C:21]([O:23][CH2:24][C:25]3[CH:30]=[CH:29][CH:28]=[CH:27][CH:26]=3)=[O:22])[C@:19]([CH2:34][O:35][CH3:36])([C:31](O)=[O:32])[CH2:18][CH2:17]2)=[CH:12][CH:11]=1.C[CH2:38][N:39](C(C)C)C(C)C.CN(C(ON1N=NC2C=CC=CC1=2)=[N+](C)C)C.[B-](F)(F)(F)F.CN.C1COCC1. (2) Given the product [CH2:46]1[CH2:23][O:24][C:9]2([CH2:8][CH2:7][C@H:6]3[C@H:5]4[C@H:14]([CH2:13][CH2:12][C@:10]23[CH3:11])[C@:15]2([CH3:21])[C@:2]([OH:1])([CH2:19][C:18](=[O:20])[CH2:17][CH2:16]2)[CH2:3][CH2:4]4)[O:22]1, predict the reactants needed to synthesize it. The reactants are: [OH:1][C@:2]12[CH2:19][C:18](=[O:20])[CH2:17][CH2:16][C@:15]1([CH3:21])[C@@H:14]1[C@H:5]([C@H:6]3[C@@:10]([CH2:12][CH2:13]1)([CH3:11])[C:9](=[O:22])[CH2:8][CH2:7]3)[CH2:4][CH2:3]2.[CH2:23]1[CH2:46]OC2(CC[C@H]3[C@H]4[C@H](CC[C@]23C)[C@]2(C)C(C[C@@H](O)CC2)=CC4)[O:24]1.C1C=C(Cl)C=C(C(OO)=O)C=1.[H-].[H-].[H-].[H-].[Li+].[Al+3]. (3) Given the product [F:29][C:30]1[CH:37]=[CH:36][CH:35]=[CH:34][C:31]=1[CH2:32][O:25][C:20]1[CH:21]=[CH:22][CH:23]=[CH:24][C:19]=1[CH2:18][C:17]1[C:13]([O:12][C@@H:1]2[O:9][C@H:8]([CH2:10][OH:11])[C@@H:6]([OH:7])[C@H:4]([OH:5])[C@H:2]2[OH:3])=[N:14][NH:15][C:16]=1[CH:26]([CH3:28])[CH3:27], predict the reactants needed to synthesize it. The reactants are: [C@@H:1]1([O:12][C:13]2[C:17]([CH2:18][C:19]3[CH:24]=[CH:23][CH:22]=[CH:21][C:20]=3[OH:25])=[C:16]([CH:26]([CH3:28])[CH3:27])[NH:15][N:14]=2)[O:9][C@H:8]([CH2:10][OH:11])[C@@H:6]([OH:7])[C@H:4]([OH:5])[C@H:2]1[OH:3].[F:29][C:30]1[CH:37]=[CH:36][CH:35]=[CH:34][C:31]=1[CH2:32]Br. (4) Given the product [Cl:38][C:33]1[CH:32]=[C:31]([CH:36]=[CH:35][C:34]=1[Cl:37])[CH2:30][N:27]1[CH2:28][CH2:29][CH:24]([NH:23][C:21](=[O:22])[CH2:20][O:1][C:2]2[CH:3]=[CH:4][C:5]([CH2:8][C:9]([O:11][CH3:12])=[O:10])=[CH:6][CH:7]=2)[CH2:25][CH2:26]1, predict the reactants needed to synthesize it. The reactants are: [OH:1][C:2]1[CH:7]=[CH:6][C:5]([CH2:8][C:9]([O:11][CH3:12])=[O:10])=[CH:4][CH:3]=1.CC(C)([O-])C.[K+].Cl[CH2:20][C:21]([NH:23][CH:24]1[CH2:29][CH2:28][N:27]([CH2:30][C:31]2[CH:36]=[CH:35][C:34]([Cl:37])=[C:33]([Cl:38])[CH:32]=2)[CH2:26][CH2:25]1)=[O:22].O.